From a dataset of NCI-60 drug combinations with 297,098 pairs across 59 cell lines. Regression. Given two drug SMILES strings and cell line genomic features, predict the synergy score measuring deviation from expected non-interaction effect. Drug 1: CCCS(=O)(=O)NC1=C(C(=C(C=C1)F)C(=O)C2=CNC3=C2C=C(C=N3)C4=CC=C(C=C4)Cl)F. Drug 2: CN1C(=O)N2C=NC(=C2N=N1)C(=O)N. Cell line: HT29. Synergy scores: CSS=41.3, Synergy_ZIP=7.51, Synergy_Bliss=6.49, Synergy_Loewe=-26.7, Synergy_HSA=3.50.